This data is from Forward reaction prediction with 1.9M reactions from USPTO patents (1976-2016). The task is: Predict the product of the given reaction. (1) Given the reactants C([O:8][CH:9]1[CH2:12][CH:11]([O:13][C:14]2[CH:19]=[CH:18][N:17]=[C:16]([Cl:20])[CH:15]=2)[CH2:10]1)C1C=CC=CC=1.B(F)(F)F.S(C)C, predict the reaction product. The product is: [Cl:20][C:16]1[CH:15]=[C:14]([O:13][CH:11]2[CH2:10][CH:9]([OH:8])[CH2:12]2)[CH:19]=[CH:18][N:17]=1. (2) Given the reactants C(OC(=O)[NH:10][C:11]1[CH:16]=[C:15]([F:17])[C:14]([O:18][CH2:19][CH2:20][CH3:21])=[CH:13][C:12]=1[F:22])C1C=CC=CC=1, predict the reaction product. The product is: [F:22][C:12]1[CH:13]=[C:14]([O:18][CH2:19][CH2:20][CH3:21])[C:15]([F:17])=[CH:16][C:11]=1[NH2:10]. (3) Given the reactants [NH2:1][C:2]1[C:12]([Cl:13])=[CH:11][C:5]([C:6]([O:8][CH2:9][CH3:10])=[O:7])=[CH:4][C:3]=1[Cl:14].[N:15]([O-])=O.[Na+].[Sn](Cl)Cl, predict the reaction product. The product is: [ClH:13].[Cl:14][C:3]1[CH:4]=[C:5]([CH:11]=[C:12]([Cl:13])[C:2]=1[NH:1][NH2:15])[C:6]([O:8][CH2:9][CH3:10])=[O:7]. (4) The product is: [Cl:1][C:2]1[CH:3]=[C:4]([CH:7]=[C:8]([O:10][C:11]2[C:19]([Cl:20])=[CH:18][CH:17]=[C:16]3[C:12]=2[CH:13]=[N:14][N:15]3[CH2:21][C:22]2[C:30]3[C:25](=[N:26][CH:27]=[CH:28][CH:29]=3)[NH:24][N:23]=2)[CH:9]=1)[C:5]#[N:6]. Given the reactants [Cl:1][C:2]1[CH:3]=[C:4]([CH:7]=[C:8]([O:10][C:11]2[C:19]([Cl:20])=[CH:18][CH:17]=[C:16]3[C:12]=2[CH:13]=[N:14][N:15]3[CH2:21][C:22]2[C:30]3[C:25](=[N:26][CH:27]=[CH:28][CH:29]=3)[N:24](C(OC(C)(C)C)=O)[N:23]=2)[CH:9]=1)[C:5]#[N:6].CN(C=O)C.Cl, predict the reaction product. (5) Given the reactants [Cl:1][C:2]1[S:10][C:9]2[S:8](=[O:12])(=[O:11])[N:7]=[CH:6][N:5]([CH3:13])[C:4]=2[CH:3]=1.[BH4-].[Na+], predict the reaction product. The product is: [Cl:1][C:2]1[S:10][C:9]2[S:8](=[O:12])(=[O:11])[NH:7][CH2:6][N:5]([CH3:13])[C:4]=2[CH:3]=1. (6) Given the reactants CC1C=CC(S(O[CH2:12][CH:13]2[O:18][C:17]3[CH:19]=[C:20]([O:23][S:24]([C:27]([F:30])([F:29])[F:28])(=[O:26])=[O:25])[CH:21]=[CH:22][C:16]=3[O:15][CH2:14]2)(=O)=O)=CC=1.[CH3:31][NH:32][CH2:33][CH3:34], predict the reaction product. The product is: [F:28][C:27]([F:30])([F:29])[S:24]([O:23][C:20]1[CH:21]=[CH:22][C:16]2[O:15][CH2:14][CH:13]([CH2:12][N:32]([CH2:33][CH3:34])[CH3:31])[O:18][C:17]=2[CH:19]=1)(=[O:26])=[O:25]. (7) Given the reactants [CH3:1][CH:2]1[NH:7][CH2:6][CH:5]([C:8]([NH2:10])=[O:9])[CH2:4][CH2:3]1.C(N(CC)CC)C.[CH3:18][C:19]([O:22][C:23](O[C:23]([O:22][C:19]([CH3:21])([CH3:20])[CH3:18])=[O:24])=[O:24])([CH3:21])[CH3:20], predict the reaction product. The product is: [NH2:10][C:8]([CH:5]1[CH2:6][N:7]([C:23]([O:22][C:19]([CH3:21])([CH3:20])[CH3:18])=[O:24])[CH:2]([CH3:1])[CH2:3][CH2:4]1)=[O:9].